This data is from Peptide-MHC class I binding affinity with 185,985 pairs from IEDB/IMGT. The task is: Regression. Given a peptide amino acid sequence and an MHC pseudo amino acid sequence, predict their binding affinity value. This is MHC class I binding data. (1) The peptide sequence is HTKFWISDNT. The MHC is HLA-A68:02 with pseudo-sequence HLA-A68:02. The binding affinity (normalized) is 0.405. (2) The peptide sequence is LYLVDYGLV. The MHC is HLA-A24:02 with pseudo-sequence HLA-A24:02. The binding affinity (normalized) is 0.505. (3) The peptide sequence is RRSRQSGDL. The MHC is Mamu-B08 with pseudo-sequence Mamu-B08. The binding affinity (normalized) is 0.440. (4) The binding affinity (normalized) is 0.0847. The peptide sequence is FELLHFISS. The MHC is HLA-A29:02 with pseudo-sequence HLA-A29:02. (5) The binding affinity (normalized) is 0.652. The MHC is HLA-A02:03 with pseudo-sequence HLA-A02:03. The peptide sequence is KVTGSYNLV. (6) The peptide sequence is LINNGKCTF. The MHC is HLA-B15:01 with pseudo-sequence HLA-B15:01. The binding affinity (normalized) is 0.619. (7) The MHC is HLA-A02:03 with pseudo-sequence HLA-A02:03. The peptide sequence is NTHIYLGSA. The binding affinity (normalized) is 0.393.